From a dataset of Peptide-MHC class I binding affinity with 185,985 pairs from IEDB/IMGT. Regression. Given a peptide amino acid sequence and an MHC pseudo amino acid sequence, predict their binding affinity value. This is MHC class I binding data. The peptide sequence is LTCNSTVTSLI. The MHC is Mamu-A02 with pseudo-sequence Mamu-A02. The binding affinity (normalized) is 0.425.